Dataset: Peptide-MHC class I binding affinity with 185,985 pairs from IEDB/IMGT. Task: Regression. Given a peptide amino acid sequence and an MHC pseudo amino acid sequence, predict their binding affinity value. This is MHC class I binding data. The peptide sequence is EEDAAVDDL. The MHC is HLA-A30:01 with pseudo-sequence HLA-A30:01. The binding affinity (normalized) is 0.0847.